From a dataset of Reaction yield outcomes from USPTO patents with 853,638 reactions. Predict the reaction yield, written as a fraction of the theoretical maximum amount of product (1.0 means a 100% yield; for example, 0.34 means a 34% yield). (1) The reactants are [NH:1]1[C:9]2[C:4](=[CH:5][C:6]([NH2:10])=[CH:7][CH:8]=2)[CH:3]=[N:2]1.[N:11]([O-])=O.[Na+].O.O.Cl[Sn]Cl.[CH3:20][CH:21]([CH3:27])[C:22](=O)[CH2:23][C:24]#[N:25]. The catalyst is Cl.C(O)C. The product is [NH:1]1[C:9]2[C:4](=[CH:5][C:6]([N:10]3[C:24]([NH2:25])=[CH:23][C:22]([CH:21]([CH3:27])[CH3:20])=[N:11]3)=[CH:7][CH:8]=2)[CH:3]=[N:2]1. The yield is 0.590. (2) The reactants are F[C:2]1[CH:7]=[CH:6][CH:5]=[CH:4][C:3]=1[N+:8]([O-:10])=[O:9].C(N(CC)C(C)C)(C)C.[C:20]([O:24][C:25](=[O:33])[NH:26][CH:27]1[CH2:32][CH2:31][NH:30][CH2:29][CH2:28]1)([CH3:23])([CH3:22])[CH3:21]. The catalyst is O1CCOCC1. The product is [C:20]([O:24][C:25](=[O:33])[NH:26][CH:27]1[CH2:32][CH2:31][N:30]([C:2]2[CH:7]=[CH:6][CH:5]=[CH:4][C:3]=2[N+:8]([O-:10])=[O:9])[CH2:29][CH2:28]1)([CH3:23])([CH3:21])[CH3:22]. The yield is 0.770. (3) The yield is 0.820. The reactants are [H-].[Na+].[Br:3][C:4]1[CH:9]=[N:8][C:7]2[N:10]([CH2:13][C:14]3[CH:19]=[CH:18][C:17]([O:20][CH3:21])=[CH:16][CH:15]=3)[N:11]=[CH:12][C:6]=2[C:5]=1O.FC(F)(F)S(N(C1C=CC=CC=1)S(C(F)(F)F)(=O)=O)(=O)=O.[N:44]1([C:50]([O:52][C:53]([CH3:56])([CH3:55])[CH3:54])=[O:51])[CH2:49][CH2:48][NH:47][CH2:46][CH2:45]1.[Cl-].[NH4+]. The product is [Br:3][C:4]1[C:5]([N:47]2[CH2:46][CH2:45][N:44]([C:50]([O:52][C:53]([CH3:56])([CH3:55])[CH3:54])=[O:51])[CH2:49][CH2:48]2)=[C:6]2[CH:12]=[N:11][N:10]([CH2:13][C:14]3[CH:19]=[CH:18][C:17]([O:20][CH3:21])=[CH:16][CH:15]=3)[C:7]2=[N:8][CH:9]=1. The catalyst is CN(C)C=O. (4) The reactants are [OH-].[Na+].[F:3][C:4]([F:10])([F:9])[CH2:5][CH2:6][CH:7]=[O:8].[N+:11]([CH3:14])([O-:13])=[O:12]. The catalyst is CO. The product is [F:3][C:4]([F:10])([F:9])[CH2:5][CH2:6][CH:7]([OH:8])[CH2:14][N+:11]([O-:13])=[O:12]. The yield is 0.270. (5) The reactants are [F:1][C:2]1[CH:7]=[CH:6][C:5]([C:8]2[N:9]=[C:10]3[N:14]([CH:15]=2)[C:13]([CH3:16])=[C:12]([C:17]#[N:18])[S:11]3)=[CH:4][CH:3]=1.Cl.[NH2:20][OH:21].C(N(CC)CC)C. The catalyst is C(O)(C)C. The product is [F:1][C:2]1[CH:3]=[CH:4][C:5]([C:8]2[N:9]=[C:10]3[N:14]([CH:15]=2)[C:13]([CH3:16])=[C:12]([C:17]([NH:20][OH:21])=[NH:18])[S:11]3)=[CH:6][CH:7]=1. The yield is 0.630. (6) The reactants are C([O:8][C@H:9]1[C@@:13]2([O:16][CH2:15][CH2:14]2)[C@H:12]([N:17]2[CH:22]=[CH:21][C:20](=[O:23])[NH:19][C:18]2=[O:24])[O:11][C@@H:10]1[CH2:25][O:26]CC1C=CC=CC=1)C1C=CC=CC=1. The catalyst is CO.[OH-].[OH-].[Pd+2]. The product is [OH:8][C@H:9]1[C@@:13]2([O:16][CH2:15][CH2:14]2)[C@H:12]([N:17]2[CH:22]=[CH:21][C:20](=[O:23])[NH:19][C:18]2=[O:24])[O:11][C@@H:10]1[CH2:25][OH:26]. The yield is 0.560.